This data is from Reaction yield outcomes from USPTO patents with 853,638 reactions. The task is: Predict the reaction yield, written as a fraction of the theoretical maximum amount of product (1.0 means a 100% yield; for example, 0.34 means a 34% yield). (1) The reactants are [CH2:1]([C@@H:8]1[CH2:12][O:11][C:10](=[O:13])[N:9]1[C:14](=[O:30])[C@H:15]([CH2:19][C:20]1[C:25]([Cl:26])=[CH:24][C:23]([O:27][CH3:28])=[CH:22][C:21]=1[Cl:29])[CH2:16][CH:17]=C)[C:2]1[CH:7]=[CH:6][CH:5]=[CH:4][CH:3]=1.[O:31]1CCCC1.C(O)(C)(C)C.I([O-])(=O)(=O)=O.[Na+]. The catalyst is [Os](=O)(=O)(=O)=O.O. The product is [CH2:1]([C@@H:8]1[CH2:12][O:11][C:10](=[O:13])[N:9]1[C:14](=[O:30])[C@H:15]([CH2:19][C:20]1[C:25]([Cl:26])=[CH:24][C:23]([O:27][CH3:28])=[CH:22][C:21]=1[Cl:29])[CH2:16][CH:17]=[O:31])[C:2]1[CH:3]=[CH:4][CH:5]=[CH:6][CH:7]=1. The yield is 0.490. (2) The reactants are Cl[C:2]1[N:7]=[C:6]([NH:8][C:9]2[CH:14]=[CH:13][C:12]([O:15][CH3:16])=[C:11]([Cl:17])[CH:10]=2)[N:5]=[C:4]([NH:18][CH:19]2[CH2:25][CH2:24][CH2:23][CH2:22][CH2:21][CH2:20]2)[N:3]=1.[CH3:26][NH:27][CH:28]1[CH2:33][CH2:32][N:31]([CH3:34])[CH2:30][CH2:29]1.[OH-].[Na+].O. The catalyst is O1CCOCC1.C(Cl)Cl. The product is [Cl:17][C:11]1[CH:10]=[C:9]([NH:8][C:6]2[N:5]=[C:4]([NH:18][CH:19]3[CH2:25][CH2:24][CH2:23][CH2:22][CH2:21][CH2:20]3)[N:3]=[C:2]([N:27]([CH3:26])[CH:28]3[CH2:33][CH2:32][N:31]([CH3:34])[CH2:30][CH2:29]3)[N:7]=2)[CH:14]=[CH:13][C:12]=1[O:15][CH3:16]. The yield is 0.309. (3) The reactants are [OH:1][CH2:2][CH2:3][CH2:4][NH:5][C:6](=[O:12])[O:7][C:8]([CH3:11])([CH3:10])[CH3:9].CC(OI1(OC(C)=O)(OC(C)=O)OC(=O)C2C=CC=CC1=2)=O.[O-]S([O-])(=S)=O.[Na+].[Na+].C([O-])(O)=O.[Na+]. The catalyst is C(Cl)Cl.CCOCC. The product is [C:8]([O:7][C:6]([NH:5][CH2:4][CH2:3][CH:2]=[O:1])=[O:12])([CH3:11])([CH3:10])[CH3:9]. The yield is 0.960. (4) The reactants are [CH3:1][CH:2]1[C:7](=[O:8])[NH:6][C:5]2[CH:9]=[CH:10][C:11]([N+:13]([O-:15])=[O:14])=[CH:12][C:4]=2[O:3]1.C(=O)([O-])[O-].[K+].[K+].I[CH2:23][CH3:24].O. The catalyst is CN(C=O)C. The product is [CH2:23]([N:6]1[C:5]2[CH:9]=[CH:10][C:11]([N+:13]([O-:15])=[O:14])=[CH:12][C:4]=2[O:3][CH:2]([CH3:1])[C:7]1=[O:8])[CH3:24]. The yield is 0.773. (5) The reactants are Br[C:2]1[CH:11]=[C:10]2[C:5]([N:6]=[CH:7][CH:8]=[N:9]2)=[C:4]([C:12]([NH:14][CH2:15][C:16]([O:18]CC)=[O:17])=[O:13])[C:3]=1[OH:21].C([Sn](CCCC)(CCCC)[C:27]1[S:28][CH:29]=[CH:30][N:31]=1)CCC. The catalyst is O1CCOCC1.C(OCC)(=O)C.C1C=CC([P]([Pd]([P](C2C=CC=CC=2)(C2C=CC=CC=2)C2C=CC=CC=2)([P](C2C=CC=CC=2)(C2C=CC=CC=2)C2C=CC=CC=2)[P](C2C=CC=CC=2)(C2C=CC=CC=2)C2C=CC=CC=2)(C2C=CC=CC=2)C2C=CC=CC=2)=CC=1. The product is [OH:21][C:3]1[C:4]([C:12]([NH:14][CH2:15][C:16]([OH:18])=[O:17])=[O:13])=[C:5]2[C:10](=[CH:11][C:2]=1[C:27]1[S:28][CH:29]=[CH:30][N:31]=1)[N:9]=[CH:8][CH:7]=[N:6]2. The yield is 0.230. (6) The yield is 0.708. The reactants are [Cl:1][C:2]1[CH:3]=[N:4][N:5]([CH3:35])[C:6]=1[C:7]1[CH:21]=[C:20]([NH:22][C:23](=[O:34])[C:24]2[CH:29]=[CH:28][CH:27]=[C:26]([C:30]([F:33])([F:32])[F:31])[CH:25]=2)[CH:19]=[CH:18][C:8]=1[O:9][CH2:10][C:11]([O:13]C(C)(C)C)=[O:12].O.FC(F)(F)C(O)=O. The product is [Cl:1][C:2]1[CH:3]=[N:4][N:5]([CH3:35])[C:6]=1[C:7]1[CH:21]=[C:20]([NH:22][C:23](=[O:34])[C:24]2[CH:29]=[CH:28][CH:27]=[C:26]([C:30]([F:32])([F:33])[F:31])[CH:25]=2)[CH:19]=[CH:18][C:8]=1[O:9][CH2:10][C:11]([OH:13])=[O:12]. The catalyst is C(Cl)Cl.